This data is from Forward reaction prediction with 1.9M reactions from USPTO patents (1976-2016). The task is: Predict the product of the given reaction. (1) The product is: [CH:10]1[C:11]2[CH:12]([CH2:14][O:15][C:16]([NH:18][C@H:19]([CH2:26][O:27][C@@H:28]3[O:37][CH:36]4[C@@H:31]([O:32][CH:33]([C:38]5[CH:43]=[CH:42][CH:41]=[CH:40][CH:39]=5)[O:34][CH2:35]4)[C@H:30]([O:44][C:70](=[O:71])[CH2:69][S:68][C:49]([C:50]4[CH:55]=[CH:54][CH:53]=[CH:52][CH:51]=4)([C:56]4[CH:57]=[CH:58][CH:59]=[CH:60][CH:61]=4)[C:62]4[CH:67]=[CH:66][CH:65]=[CH:64][CH:63]=4)[C@@H:29]3[NH:45][C:46](=[O:48])[CH3:47])[C:20]([O:22][CH2:23][CH:24]=[CH2:25])=[O:21])=[O:17])[C:13]3[C:5](=[CH:4][CH:3]=[CH:2][CH:1]=3)[C:6]=2[CH:7]=[CH:8][CH:9]=1. Given the reactants [CH:1]1[C:13]2[CH:12]([CH2:14][O:15][C:16]([NH:18][C@H:19]([CH2:26][O:27][C@@H:28]3[O:37][CH:36]4[C@@H:31]([O:32][CH:33]([C:38]5[CH:43]=[CH:42][CH:41]=[CH:40][CH:39]=5)[O:34][CH2:35]4)[C@H:30]([OH:44])[C@@H:29]3[NH:45][C:46](=[O:48])[CH3:47])[C:20]([O:22][CH2:23][CH:24]=[CH2:25])=[O:21])=[O:17])[C:11]3[C:6](=[CH:7][CH:8]=[CH:9][CH:10]=3)[C:5]=2[CH:4]=[CH:3][CH:2]=1.[C:49]([S:68][CH2:69][C:70](O)=[O:71])([C:62]1[CH:67]=[CH:66][CH:65]=[CH:64][CH:63]=1)([C:56]1[CH:61]=[CH:60][CH:59]=[CH:58][CH:57]=1)[C:50]1[CH:55]=[CH:54][CH:53]=[CH:52][CH:51]=1.CC(C)N=C=NC(C)C, predict the reaction product. (2) The product is: [CH2:1]([O:5][C:6]1[CH:11]=[CH:10][C:9]([S:12]([N:15]([CH3:25])[CH:16]([CH2:21][CH2:22][CH2:23][I:26])[C:17]([O:19][CH3:20])=[O:18])(=[O:14])=[O:13])=[CH:8][CH:7]=1)[C:2]#[C:3][CH3:4]. Given the reactants [CH2:1]([O:5][C:6]1[CH:11]=[CH:10][C:9]([S:12]([N:15]([CH3:25])[CH:16]([CH2:21][CH2:22][CH2:23]Cl)[C:17]([O:19][CH3:20])=[O:18])(=[O:14])=[O:13])=[CH:8][CH:7]=1)[C:2]#[C:3][CH3:4].[I-:26].[Na+], predict the reaction product. (3) The product is: [CH2:20]([O:26][Si:30]([CH3:33])([CH3:32])[O:29][Si:28]([O:34][CH2:18][CH2:19][CH2:9][CH2:10][CH2:11][CH3:12])([CH3:35])[CH3:27])[CH2:21][CH2:22][CH2:23][CH2:24][CH3:25]. Given the reactants FC(F)(F)S(O)(=O)=O.[CH2:9]1[CH2:19][CH2:18]N2[C:12](=NCCC2)[CH2:11][CH2:10]1.[CH2:20]([OH:26])[CH2:21][CH2:22][CH2:23][CH2:24][CH3:25].[CH3:27][Si:28]([CH3:35])([OH:34])[O:29][Si:30]([CH3:33])([CH3:32])O, predict the reaction product.